This data is from Peptide-MHC class I binding affinity with 185,985 pairs from IEDB/IMGT. The task is: Regression. Given a peptide amino acid sequence and an MHC pseudo amino acid sequence, predict their binding affinity value. This is MHC class I binding data. (1) The peptide sequence is MRHNSREPY. The MHC is HLA-B27:03 with pseudo-sequence HLA-B27:03. The binding affinity (normalized) is 0.0847. (2) The peptide sequence is VLPHLCLDYK. The MHC is HLA-A33:01 with pseudo-sequence HLA-A33:01. The binding affinity (normalized) is 0.0879. (3) The peptide sequence is FVNYDFALV. The MHC is HLA-A02:01 with pseudo-sequence HLA-A02:01. The binding affinity (normalized) is 0.597. (4) The MHC is Mamu-B03 with pseudo-sequence Mamu-B03. The peptide sequence is KRGILTLKY. The binding affinity (normalized) is 0.523. (5) The peptide sequence is GMLQGRGPL. The MHC is H-2-Db with pseudo-sequence H-2-Db. The binding affinity (normalized) is 0.380. (6) The peptide sequence is VIANSTNAT. The MHC is HLA-B39:01 with pseudo-sequence HLA-B39:01. The binding affinity (normalized) is 0.0847.